From a dataset of NCI-60 drug combinations with 297,098 pairs across 59 cell lines. Regression. Given two drug SMILES strings and cell line genomic features, predict the synergy score measuring deviation from expected non-interaction effect. (1) Drug 1: CC12CCC(CC1=CCC3C2CCC4(C3CC=C4C5=CN=CC=C5)C)O. Drug 2: C(CN)CNCCSP(=O)(O)O. Cell line: UACC62. Synergy scores: CSS=3.01, Synergy_ZIP=0.00927, Synergy_Bliss=-0.108, Synergy_Loewe=-4.19, Synergy_HSA=-1.43. (2) Drug 1: C1=NC2=C(N=C(N=C2N1C3C(C(C(O3)CO)O)O)F)N. Drug 2: COC1=C2C(=CC3=C1OC=C3)C=CC(=O)O2. Cell line: TK-10. Synergy scores: CSS=2.11, Synergy_ZIP=-1.30, Synergy_Bliss=0.217, Synergy_Loewe=-1.37, Synergy_HSA=-0.616. (3) Drug 1: CC12CCC(CC1=CCC3C2CCC4(C3CC=C4C5=CN=CC=C5)C)O. Drug 2: CC1C(C(CC(O1)OC2CC(OC(C2O)C)OC3=CC4=CC5=C(C(=O)C(C(C5)C(C(=O)C(C(C)O)O)OC)OC6CC(C(C(O6)C)O)OC7CC(C(C(O7)C)O)OC8CC(C(C(O8)C)O)(C)O)C(=C4C(=C3C)O)O)O)O. Cell line: HCT116. Synergy scores: CSS=27.2, Synergy_ZIP=7.67, Synergy_Bliss=14.9, Synergy_Loewe=14.9, Synergy_HSA=14.8. (4) Drug 1: C1=NC2=C(N1)C(=S)N=C(N2)N. Drug 2: CC1=CC=C(C=C1)C2=CC(=NN2C3=CC=C(C=C3)S(=O)(=O)N)C(F)(F)F. Cell line: CCRF-CEM. Synergy scores: CSS=31.1, Synergy_ZIP=0.755, Synergy_Bliss=-3.52, Synergy_Loewe=-9.04, Synergy_HSA=-2.51. (5) Drug 1: CC1=CC2C(CCC3(C2CCC3(C(=O)C)OC(=O)C)C)C4(C1=CC(=O)CC4)C. Drug 2: CCC1(CC2CC(C3=C(CCN(C2)C1)C4=CC=CC=C4N3)(C5=C(C=C6C(=C5)C78CCN9C7C(C=CC9)(C(C(C8N6C)(C(=O)OC)O)OC(=O)C)CC)OC)C(=O)OC)O.OS(=O)(=O)O. Cell line: SK-MEL-28. Synergy scores: CSS=17.7, Synergy_ZIP=-5.58, Synergy_Bliss=0.271, Synergy_Loewe=-34.7, Synergy_HSA=-3.42. (6) Drug 1: C1=C(C(=O)NC(=O)N1)F. Drug 2: CC(C)(C#N)C1=CC(=CC(=C1)CN2C=NC=N2)C(C)(C)C#N. Cell line: OVCAR-5. Synergy scores: CSS=31.5, Synergy_ZIP=0.776, Synergy_Bliss=-1.35, Synergy_Loewe=-2.21, Synergy_HSA=-1.95.